From a dataset of Experimentally validated miRNA-target interactions with 360,000+ pairs, plus equal number of negative samples. Binary Classification. Given a miRNA mature sequence and a target amino acid sequence, predict their likelihood of interaction. (1) The miRNA is mmu-miR-7212-3p with sequence UAACACACACGUCUCCAGGUC. The protein sequence of the target gene is MSMEDYDFLFKIVLIGNAGVGKTCLVRRFTQGLFPPGQGATIGVDFMIKTVEINGEKVKLQIWDTAGQERFRSITQSYYRSANALILTYDITCEESFRCLPEWLREIEQYASNKVITVLVGNKIDLAERREVSQQRAEEFSEAQDMYYLETSAKESDNVEKLFLDLACRLISEARQNTLVNNVSSPLPGEGKSISYLTCCNFN. Result: 0 (no interaction). (2) The miRNA is hsa-miR-548aj-5p with sequence UGCAAAAGUAAUUGCAGUUUUUG. The protein sequence of the target gene is MAVDVAEYHLSVIKSPPGWEVGVYAAGALALLGIAAVSLWKLWTSGSFPSPSPFPNYDYRYLQQKYGESCAEAREKRVPAWNAQRASTRGPPSRKGSLSIEDTFESISELGPLELMGRELDLAPYGTLRKSQSADSLNSISSVSNTFGQDFTLGQVEVSMEYDTASHTLNVAVMQGKDLLEREEASFESCFMRVSLLPDEQIVGISRIQRNAYSIFFDEKFSIPLDPTALEEKSLRFSVFGIDEDERNVSTGVVELKLSVLDLPLQPFSGWLYLQDQNKAADAVGEILLSLSYLPTAERL.... Result: 0 (no interaction). (3) The miRNA is hsa-miR-571 with sequence UGAGUUGGCCAUCUGAGUGAG. The protein sequence of the target gene is MKLLWQVTVHHHTWNAILLPFVYLTAQVWILCAAIAAAASAGPQNCPSVCSCSNQFSKVVCTRRGLSEVPQGIPSNTRYLNLMENNIQMIQADTFRHLHHLEVLQLGRNSIRQIEVGAFNGLASLNTLELFDNWLTVIPSGAFEYLSKLRELWLRNNPIESIPSYAFNRVPSLMRLDLGELKKLEYISEGAFEGLFNLKYLNLGMCNIKDMPNLTPLVGLEELEMSGNHFPEIRPGSFHGLSSLKKLWVMNSQVSLIERNAFDGLASLVELNLAHNNLSSLPHDLFTPLRYLVELHLHHN.... Result: 0 (no interaction). (4) The miRNA is mmu-miR-466n-5p with sequence GUGUGUGCGUACAUGUACAUGU. The protein sequence of the target gene is MPMISVLGKMFLWQREGPGGRWTCQTSRRVASDPAWAVEWIELPRGLSLSSLGSARTLRGWSRSPRPSSVDSQDLPEVNVGDTVAMLPKSRRALTIQEIAALARSSLHGISQVVKDHVTKPTAMAQGRVAHLIEWKGWSKPSDSPAALESAFSSYSDLSEGEQEARFAAGVAEQFAIAEAKLRAWSSVDGDDSTDDSYDEDFTGGIDTDMAGPLGSHLQDLFTGRRFSRPVRQGSVEPESDCSQTVSPDTLCSSLCSLEDGLLGSPARMTSQLLGEELLLARLPPSRESAFRSLGPLEAQ.... Result: 0 (no interaction). (5) The miRNA is mmu-miR-501-3p with sequence AAUGCACCCGGGCAAGGAUUUG. The protein sequence of the target gene is MKLIILEHYSQASEWAAKYIRNRIIQFNPGPEKYFTLGLPTGSTPLGCYKKLIEYYKNGDLSFKYVKTFNMDEYVGLPRDHPESYHSFMWNNFFKHIDIHPENTHILDGNAVDLQAECDAFEEKIKAAGGIELFVGGIGPDGHIAFNEPGSSLVSRTRVKTLAMDTILANARFFDGELTKVPTMALTVGVGTVMDAREVMILITGAHKAFALYKAIEEGVNHMWTVSAFQQHPRTVFVCDEDATLELKVKTVKYFKGLMLVHNKLVDPLYSIKEKETEKSQSSKKPYSD. Result: 0 (no interaction). (6) The miRNA is hsa-miR-495-3p with sequence AAACAAACAUGGUGCACUUCUU. The protein sequence of the target gene is MAGVSYAAPWWVSLLHRLPHFDLSWEATSSQFRPEDTDYQQALLLLGAAALACLALDLLFLLFYSFWLCCRRRKSEEHLDADCCCTAWCVIIATLVCSAGIAVGFYGNGETSDGIHRATYSLRHANRTVAGVQDRVWDTAVGLNHTAEPSLQTLERQLAGRPEPLRAVQRLQGLLETLLGYTAAIPFWRNTAVSLEVLAEQVDLYDWYRWLGYLGLLLLDVIICLLVLVGLIRSSKGILVGVCLLGVLALVISWGALGLELAVSVGSSDFCVDPDAYVTKMVEEYSVLSGDILQYYLACS.... Result: 1 (interaction). (7) The miRNA is hsa-miR-604 with sequence AGGCUGCGGAAUUCAGGAC. The protein sequence of the target gene is MRGPGTAASHSPLGLCALVLALLGALPTDTRAQPYHGEKGISVPDHGFCQPISIPLCTDIAYNQTILPNLLGHTNQEDAGLEVHQFYPLVKVQCSPELRFFLCSMYAPVCTVLDQAIPPCRSLCERARQGCEALMNKFGFQWPERLRCENFPVHGAGEICVGQNTSDGSGGAGGSPTAYPTAPYLPDPPFTAMSPSDGRGRLSFPFSCPRQLKVPPYLGYRFLGERDCGAPCEPGRANGLMYFKEEERRFARLWVGVWSVLCCASTLFTVLTYLVDMRRFSYPERPIIFLSGCYFMVAVA.... Result: 0 (no interaction). (8) The miRNA is hsa-miR-3929 with sequence GAGGCUGAUGUGAGUAGACCACU. The protein sequence of the target gene is MKEPLLGGECDKAVASQLGLLDEIKTEPDNAQEYCHRQQSRTQENELKINAVFSESASQLTAGIQLSLASSGVNKMLPSVSTTAIQVSCAGCKKILQKGQTAYQRKGSAQLFCSIPCITEYISSASSPVPSKRTCSNCSKDILNPKDVISVQLEDTTSCKTFCSLSCLSSYEEKRKPFVTICTNSILTKCSMCQKTAIIQYEVKYQNVKHNLCSNACLSKFHSANNFIMNCCENCGTYCYTSSSLSHILQMEGQSHYFNSSKSITAYKQKPAKPLISVPCKPLKPSDEMIETTSDLGKTE.... Result: 1 (interaction).